This data is from TCR-epitope binding with 47,182 pairs between 192 epitopes and 23,139 TCRs. The task is: Binary Classification. Given a T-cell receptor sequence (or CDR3 region) and an epitope sequence, predict whether binding occurs between them. The epitope is RAKFKQLL. The TCR CDR3 sequence is CASAPFGTGDITDTQYF. Result: 1 (the TCR binds to the epitope).